Dataset: Full USPTO retrosynthesis dataset with 1.9M reactions from patents (1976-2016). Task: Predict the reactants needed to synthesize the given product. Given the product [CH3:1][C:2]1[CH:3]=[C:4]([CH:5]=[C:6]([CH3:8])[CH:7]=1)[O:9][CH2:36][CH2:35][C:34]#[N:37], predict the reactants needed to synthesize it. The reactants are: [CH3:1][C:2]1[CH:3]=[C:4]([OH:9])[CH:5]=[C:6]([CH3:8])[CH:7]=1.CC([O-])(C)C.[K+].C1COCC1.ClC1C=CC=CC=1OCCC(O)=O.[C:34](#[N:37])[CH:35]=[CH2:36].